Dataset: Catalyst prediction with 721,799 reactions and 888 catalyst types from USPTO. Task: Predict which catalyst facilitates the given reaction. Reactant: [Cl:1][C:2]1[CH:14]=[CH:13][C:5]([C:6]([CH2:8][CH2:9][C:10]([OH:12])=O)=[O:7])=[CH:4][CH:3]=1.ON1C2C=CC=CC=2N=N1.CCN=C=NCCCN(C)C.Cl.[CH:37]1([N:42]2[CH2:47][CH2:46][NH:45][CH2:44][CH2:43]2)[CH2:41][CH2:40][CH2:39][CH2:38]1. Product: [ClH:1].[Cl:1][C:2]1[CH:3]=[CH:4][C:5]([C:6](=[O:7])[CH2:8][CH2:9][C:10]([N:45]2[CH2:46][CH2:47][N:42]([CH:37]3[CH2:41][CH2:40][CH2:39][CH2:38]3)[CH2:43][CH2:44]2)=[O:12])=[CH:13][CH:14]=1. The catalyst class is: 85.